This data is from Full USPTO retrosynthesis dataset with 1.9M reactions from patents (1976-2016). The task is: Predict the reactants needed to synthesize the given product. Given the product [CH2:17]([N:15]([CH3:16])[C:13](=[O:14])[C:12]1[CH:21]=[C:22]([C:33]([N:35]2[CH2:43][C:42]3[C:37](=[CH:38][CH:39]=[C:40]([OH:44])[CH:41]=3)[CH2:36]2)=[O:34])[C:23]([OH:25])=[CH:24][C:11]=1[OH:10])[CH2:18][CH2:19][CH3:20], predict the reactants needed to synthesize it. The reactants are: [H][H].C([O:10][C:11]1[CH:24]=[C:23]([O:25]CC2C=CC=CC=2)[C:22]([C:33]([N:35]2[CH2:43][C:42]3[C:37](=[CH:38][CH:39]=[C:40]([OH:44])[CH:41]=3)[CH2:36]2)=[O:34])=[CH:21][C:12]=1[C:13]([N:15]([CH2:17][CH2:18][CH2:19][CH3:20])[CH3:16])=[O:14])C1C=CC=CC=1.